This data is from Catalyst prediction with 721,799 reactions and 888 catalyst types from USPTO. The task is: Predict which catalyst facilitates the given reaction. (1) Reactant: [Cl:1][C:2]1[CH:7]=[CH:6][C:5]([C:8]2[CH:9]=[N:10][CH:11]=[C:12]3[C:17]=2[N:16]=[C:15]([C:18]([OH:20])=O)[CH:14]=[CH:13]3)=[CH:4][CH:3]=1.C(N(CC)C(C)C)(C)C.F[P-](F)(F)(F)(F)F.N1(OC(N(C)C)=[N+](C)C)C2N=CC=CC=2N=N1.[NH:54]1[CH2:59][CH2:58][S:57](=[O:61])(=[O:60])[CH2:56][CH2:55]1. Product: [Cl:1][C:2]1[CH:3]=[CH:4][C:5]([C:8]2[CH:9]=[N:10][CH:11]=[C:12]3[C:17]=2[N:16]=[C:15]([C:18]([N:54]2[CH2:59][CH2:58][S:57](=[O:61])(=[O:60])[CH2:56][CH2:55]2)=[O:20])[CH:14]=[CH:13]3)=[CH:6][CH:7]=1. The catalyst class is: 9. (2) Reactant: [Cl:1][C:2]1[CH:24]=[N:23][CH:22]=[CH:21][C:3]=1[C:4]([NH:6][C:7]1[CH:12]=[C:11]([C:13]([F:19])([F:18])[C:14]([F:17])([F:16])[F:15])[CH:10]=[CH:9][C:8]=1[OH:20])=O.O1CCCC1.C1(P(C2C=CC=CC=2)C2C=CC=CC=2)C=CC=CC=1.N(C(OCC)=O)=NC(OCC)=O. Product: [Cl:1][C:2]1[CH:24]=[N:23][CH:22]=[CH:21][C:3]=1[C:4]1[O:20][C:8]2[CH:9]=[CH:10][C:11]([C:13]([F:19])([F:18])[C:14]([F:16])([F:17])[F:15])=[CH:12][C:7]=2[N:6]=1. The catalyst class is: 11. (3) Reactant: C(OC(=O)[NH:7][C:8]1[S:9][C:10]2[CH:37]=[CH:36][CH:35]=[CH:34][C:11]=2[C:12]=1[C:13]([N:15]1[CH2:20][CH2:19][CH:18]([N:21]2[CH2:33][C:25]3([C:29](=[O:30])[O:28][C:27]([CH3:32])([CH3:31])[CH2:26]3)[O:24][CH2:23][CH2:22]2)[CH2:17][CH2:16]1)=[O:14])(C)(C)C.C(=O)([O-])O.[Na+]. Product: [NH2:7][C:8]1[S:9][C:10]2[CH:37]=[CH:36][CH:35]=[CH:34][C:11]=2[C:12]=1[C:13]([N:15]1[CH2:16][CH2:17][CH:18]([N:21]2[CH2:33][C:25]3([C:29](=[O:30])[O:28][C:27]([CH3:32])([CH3:31])[CH2:26]3)[O:24][CH2:23][CH2:22]2)[CH2:19][CH2:20]1)=[O:14]. The catalyst class is: 55.